Dataset: Reaction yield outcomes from USPTO patents with 853,638 reactions. Task: Predict the reaction yield, written as a fraction of the theoretical maximum amount of product (1.0 means a 100% yield; for example, 0.34 means a 34% yield). The reactants are Br[CH2:2][CH2:3][CH2:4][Cl:5].[NH:6]1[CH2:11][CH2:10][O:9][CH2:8][CH2:7]1. The catalyst is C1(C)C=CC=CC=1. The product is [Cl:5][CH2:4][CH2:3][CH2:2][N:6]1[CH2:11][CH2:10][O:9][CH2:8][CH2:7]1. The yield is 0.960.